Dataset: Reaction yield outcomes from USPTO patents with 853,638 reactions. Task: Predict the reaction yield, written as a fraction of the theoretical maximum amount of product (1.0 means a 100% yield; for example, 0.34 means a 34% yield). The reactants are [CH3:1][C:2]1[O:6][N:5]=[C:4]([C:7]2[CH:12]=[CH:11][CH:10]=[CH:9][CH:8]=2)[C:3]=1NC.Cl[C:16]1[CH:25]=[CH:24][C:19]([C:20]([O:22][CH3:23])=[O:21])=[CH:18][N:17]=1.[CH:26]([N:29](CC)C(C)C)(C)C.CS(C)=O. The catalyst is C(OCC)(=O)C. The product is [CH3:23][O:22][C:20](=[O:21])[C:19]1[CH:24]=[CH:25][C:16]([NH:29][CH2:26][C:3]2[C:4]([C:7]3[CH:8]=[CH:9][CH:10]=[CH:11][CH:12]=3)=[N:5][O:6][C:2]=2[CH3:1])=[N:17][CH:18]=1. The yield is 0.460.